Dataset: Retrosynthesis with 50K atom-mapped reactions and 10 reaction types from USPTO. Task: Predict the reactants needed to synthesize the given product. The reactants are: O=C(O)c1cccnc1.O=c1cc(CNc2cccc(Cl)c2)c2cccc(F)c2[nH]1. Given the product O=C(c1cccnc1)N(Cc1cc(=O)[nH]c2c(F)cccc12)c1cccc(Cl)c1, predict the reactants needed to synthesize it.